This data is from Full USPTO retrosynthesis dataset with 1.9M reactions from patents (1976-2016). The task is: Predict the reactants needed to synthesize the given product. (1) The reactants are: [C:1]1([N:11]=[C:12](Cl)[C:13]([F:16])([F:15])[F:14])[C:10]2[C:5](=[CH:6][CH:7]=[CH:8][CH:9]=2)[CH:4]=[CH:3][CH:2]=1.[N-:18]=[N+:19]=[N-:20].[Na+].Cl.C(N(CC)CC)C. Given the product [C:1]1([N:11]2[C:12]([C:13]([F:16])([F:15])[F:14])=[N:20][N:19]=[N:18]2)[C:10]2[C:5](=[CH:6][CH:7]=[CH:8][CH:9]=2)[CH:4]=[CH:3][CH:2]=1, predict the reactants needed to synthesize it. (2) Given the product [CH3:1][C:2]1([CH3:20])[C@@H:3]2[CH2:10][N:9]([CH2:12][C:13]3[CH:18]=[CH:17][CH:16]=[CH:15][CH:14]=3)[CH2:8][C@@H:4]2[CH2:5][N:6]1[CH3:7], predict the reactants needed to synthesize it. The reactants are: [CH3:1][C:2]1([CH3:20])[N:6]([CH3:7])[CH2:5][CH:4]2[C:8](=O)[N:9]([CH2:12][C:13]3[CH:18]=[CH:17][CH:16]=[CH:15][CH:14]=3)[C:10](=O)[CH:3]12.[H-].[H-].[H-].[H-].[Li+].[Al+3]. (3) Given the product [C:1]([O:4][CH:5]1[CH2:10][CH2:9][NH:8][CH2:7][CH2:6]1)(=[O:3])[CH3:2], predict the reactants needed to synthesize it. The reactants are: [C:1]([O:4][CH:5]1[CH2:10][CH2:9][N:8](CC2C=CC=CC=2)[CH2:7][CH2:6]1)(=[O:3])[CH3:2].[H][H]. (4) Given the product [F:16][C:17]([F:30])([F:29])[S:18]([O:1][C:2]1[CH:11]=[C:10]2[C:5]([CH:6]=[C:7]([C:12]([O:14][CH3:15])=[O:13])[N:8]=[CH:9]2)=[CH:4][CH:3]=1)(=[O:20])=[O:19], predict the reactants needed to synthesize it. The reactants are: [OH:1][C:2]1[CH:11]=[C:10]2[C:5]([CH:6]=[C:7]([C:12]([O:14][CH3:15])=[O:13])[N:8]=[CH:9]2)=[CH:4][CH:3]=1.[F:16][C:17]([F:30])([F:29])[S:18](O[S:18]([C:17]([F:30])([F:29])[F:16])(=[O:20])=[O:19])(=[O:20])=[O:19]. (5) Given the product [CH2:1]([C:7]1[CH:8]=[C:9]([C:13]2[N:17]([CH3:18])[C:16]([C:19]([N:21]3[CH2:26][CH2:25][CH:24]([N:27]4[CH2:31][CH2:30][CH2:29][C@@H:28]4[CH2:32][OH:33])[CH2:23][CH2:22]3)=[O:20])=[C:15]([C:39]3[CH:40]=[N:35][CH:36]=[N:37][CH:38]=3)[N:14]=2)[CH:10]=[CH:11][CH:12]=1)[CH2:2][CH2:3][CH2:4][CH2:5][CH3:6], predict the reactants needed to synthesize it. The reactants are: [CH2:1]([C:7]1[CH:8]=[C:9]([C:13]2[N:17]([CH3:18])[C:16]([C:19]([N:21]3[CH2:26][CH2:25][CH:24]([N:27]4[CH2:31][CH2:30][CH2:29][C@@H:28]4[CH2:32][OH:33])[CH2:23][CH2:22]3)=[O:20])=[C:15](I)[N:14]=2)[CH:10]=[CH:11][CH:12]=1)[CH2:2][CH2:3][CH2:4][CH2:5][CH3:6].[N:35]1[CH:40]=[C:39](B(O)O)[CH:38]=[N:37][CH:36]=1. (6) Given the product [F:35][C:27]1[CH:28]=[C:29]([C:2]2[CH:20]=[CH:19][C:5]([O:6][CH2:7][CH:8]3[CH2:13][CH2:12][N:11]([CH2:14][C:15]([F:18])([CH3:17])[CH3:16])[CH2:10][CH2:9]3)=[CH:4][CH:3]=2)[CH:30]=[CH:31][C:26]=1[C:24]([O:23][CH2:21][CH3:22])=[O:25], predict the reactants needed to synthesize it. The reactants are: Br[C:2]1[CH:20]=[CH:19][C:5]([O:6][CH2:7][CH:8]2[CH2:13][CH2:12][N:11]([CH2:14][C:15]([F:18])([CH3:17])[CH3:16])[CH2:10][CH2:9]2)=[CH:4][CH:3]=1.[CH2:21]([O:23][C:24]([C:26]1[CH:31]=[CH:30][C:29](B(O)O)=[CH:28][C:27]=1[F:35])=[O:25])[CH3:22].O.C([O-])([O-])=O.[Cs+].[Cs+]. (7) Given the product [Cl:34][C:35]1[CH:40]=[C:39]([N:17]2[C:18]3[C:14](=[CH:13][C:12]([C:10]([N:7]4[CH2:8][CH2:9][N:4]([CH:1]([CH3:3])[CH3:2])[CH2:5][CH2:6]4)=[O:11])=[CH:20][CH:19]=3)[CH:15]=[C:16]2[C:21]([N:23]2[CH2:28][CH2:27][N:26]([C:29](=[O:33])[CH:30]([CH3:32])[CH3:31])[CH2:25][CH2:24]2)=[O:22])[CH:38]=[CH:37][N:36]=1, predict the reactants needed to synthesize it. The reactants are: [CH:1]([N:4]1[CH2:9][CH2:8][N:7]([C:10]([C:12]2[CH:13]=[C:14]3[C:18](=[CH:19][CH:20]=2)[NH:17][C:16]([C:21]([N:23]2[CH2:28][CH2:27][N:26]([C:29](=[O:33])[CH:30]([CH3:32])[CH3:31])[CH2:25][CH2:24]2)=[O:22])=[CH:15]3)=[O:11])[CH2:6][CH2:5]1)([CH3:3])[CH3:2].[Cl:34][C:35]1[CH:40]=[C:39](B(O)O)[CH:38]=[CH:37][N:36]=1. (8) Given the product [NH2:35][C:32]1[CH:33]=[CH:34][C:29]([N:24]([C:5]2[C:4]([CH:1]3[CH2:3][CH2:2]3)=[CH:23][C:8]3[C:9]([C:19]([NH:21][CH3:22])=[O:20])=[C:10]([C:12]4[CH:13]=[CH:14][C:15]([F:18])=[CH:16][CH:17]=4)[O:11][C:7]=3[CH:6]=2)[S:25]([CH3:28])(=[O:27])=[O:26])=[CH:30][C:31]=1[F:38], predict the reactants needed to synthesize it. The reactants are: [CH:1]1([C:4]2[C:5]([N:24]([C:29]3[CH:34]=[CH:33][C:32]([N+:35]([O-])=O)=[C:31]([F:38])[CH:30]=3)[S:25]([CH3:28])(=[O:27])=[O:26])=[CH:6][C:7]3[O:11][C:10]([C:12]4[CH:17]=[CH:16][C:15]([F:18])=[CH:14][CH:13]=4)=[C:9]([C:19]([NH:21][CH3:22])=[O:20])[C:8]=3[CH:23]=2)[CH2:3][CH2:2]1.